The task is: Regression. Given a peptide amino acid sequence and an MHC pseudo amino acid sequence, predict their binding affinity value. This is MHC class II binding data.. This data is from Peptide-MHC class II binding affinity with 134,281 pairs from IEDB. (1) The peptide sequence is QEVEFIGYGKATLECKK. The MHC is DRB1_0301 with pseudo-sequence DRB1_0301. The binding affinity (normalized) is 0.294. (2) The binding affinity (normalized) is 0.802. The MHC is HLA-DQA10501-DQB10301 with pseudo-sequence HLA-DQA10501-DQB10301. The peptide sequence is INVGFKAAVAAAASV.